This data is from Full USPTO retrosynthesis dataset with 1.9M reactions from patents (1976-2016). The task is: Predict the reactants needed to synthesize the given product. (1) Given the product [CH:5]1([O:4][C:2]([N:40]2[CH2:39][CH2:38][CH:37]([N:34]3[C:30]4=[N:31][CH:32]=[N:33][C:28]([O:27][C:19]5[C:20]([C:21]#[N:22])=[CH:23][CH:24]=[C:25]([F:26])[C:18]=5[F:17])=[C:29]4[CH:36]=[N:35]3)[CH2:42][CH2:41]2)=[O:3])[CH2:9][CH2:8][CH2:7][CH2:6]1, predict the reactants needed to synthesize it. The reactants are: Cl[C:2]([O:4][CH:5]1[CH2:9][CH2:8][CH2:7][CH2:6]1)=[O:3].FC(F)(F)C(O)=O.[F:17][C:18]1[C:19]([O:27][C:28]2[N:33]=[CH:32][N:31]=[C:30]3[N:34]([CH:37]4[CH2:42][CH2:41][NH:40][CH2:39][CH2:38]4)[N:35]=[CH:36][C:29]=23)=[C:20]([CH:23]=[CH:24][C:25]=1[F:26])[C:21]#[N:22].C(OC(N1CCC(N2C3=NC=NC(OC4C(C#N)=CC=C(F)C=4F)=C3C=N2)CC1)=O)(C)(C)C.FC(F)(F)C(O)=O.C(OC1C=CC(OC2N=CN=C3N(C4CCNCC4)N=CC=23)=C(F)C=1)C.C(N(C(C)C)CC)(C)C. (2) Given the product [Cl:36][C:37]1[CH:38]=[N+:39]([O-:62])[CH:40]=[C:41]([Cl:61])[C:42]=1[CH2:43][C@@H:44]([C:46]1[CH:51]=[CH:50][C:49]([O:52][CH:53]([F:55])[F:54])=[C:48]([O:56][CH2:57][CH:58]2[CH2:60][CH2:59]2)[CH:47]=1)[O:32][C:31](=[O:33])[CH2:30][N:26]1[C:27]2[C:23](=[CH:22][C:21]([N:16]([CH2:15][CH2:14][N:11]3[CH2:12][CH2:13][O:8][CH2:9][CH2:10]3)[S:17]([CH3:20])(=[O:19])=[O:18])=[CH:29][CH:28]=2)[C:24](=[O:35])[C:25]1=[O:34], predict the reactants needed to synthesize it. The reactants are: FC(F)(F)C(O)=O.[O:8]1[CH2:13][CH2:12][N:11]([CH2:14][CH2:15][N:16]([C:21]2[CH:22]=[C:23]3[C:27](=[CH:28][CH:29]=2)[N:26]([CH2:30][C:31]([OH:33])=[O:32])[C:25](=[O:34])[C:24]3=[O:35])[S:17]([CH3:20])(=[O:19])=[O:18])[CH2:10][CH2:9]1.[Cl:36][C:37]1[CH:38]=[N+:39]([O-:62])[CH:40]=[C:41]([Cl:61])[C:42]=1[CH2:43][C@@H:44]([C:46]1[CH:51]=[CH:50][C:49]([O:52][CH:53]([F:55])[F:54])=[C:48]([O:56][CH2:57][CH:58]2[CH2:60][CH2:59]2)[CH:47]=1)O.C(Cl)CCl. (3) Given the product [CH3:1][O:2][C:3]([C:5]1[S:6][C:7]([C:11]2[CH:16]=[CH:15][CH:14]=[CH:13][CH:12]=2)=[CH:8][C:9]=1[NH:10][CH2:17][CH:19]1[CH2:24][CH2:23][CH2:22][N:21]([CH3:25])[CH2:20]1)=[O:4], predict the reactants needed to synthesize it. The reactants are: [CH3:1][O:2][C:3]([C:5]1[S:6][C:7]([C:11]2[CH:16]=[CH:15][CH:14]=[CH:13][CH:12]=2)=[CH:8][C:9]=1[NH2:10])=[O:4].[CH:17]([CH:19]1[CH2:24][CH2:23][CH2:22][N:21]([C:25](OCC2C=CC=CC=2)=O)[CH2:20]1)=O.C1([SiH3])C=CC=CC=1. (4) Given the product [CH2:1]([NH:8][C:9]([C:11]1[S:15][C:14]([NH:16][C:17]([C:19]2[CH:24]=[CH:23][N:22]([C:34]3[CH:35]=[CH:36][CH:37]=[CH:38][CH:43]=3)[C:21](=[O:25])[CH:20]=2)=[O:18])=[N:13][C:12]=1[CH3:26])=[O:10])[C:2]1[CH:7]=[CH:6][CH:5]=[CH:4][CH:3]=1, predict the reactants needed to synthesize it. The reactants are: [CH2:1]([NH:8][C:9]([C:11]1[S:15][C:14]([NH:16][C:17]([C:19]2[CH:24]=[CH:23][NH:22][C:21](=[O:25])[CH:20]=2)=[O:18])=[N:13][C:12]=1[CH3:26])=[O:10])[C:2]1[CH:7]=[CH:6][CH:5]=[CH:4][CH:3]=1.C(=O)([O-])[O-].[K+].[K+].O[C:34]1[CH:35]=[CH:36][CH:37]=[C:38]2[C:43]=1N=CC=C2.IC1C=CC=CC=1. (5) Given the product [CH2:1]([O:8][CH2:9][CH2:10][CH2:11][C:12]([NH:18][CH2:15][CH2:16][CH3:17])=[O:14])[C:2]1[CH:3]=[CH:4][CH:5]=[CH:6][CH:7]=1, predict the reactants needed to synthesize it. The reactants are: [CH2:1]([O:8][CH2:9][CH2:10][CH2:11][C:12]([OH:14])=O)[C:2]1[CH:7]=[CH:6][CH:5]=[CH:4][CH:3]=1.[CH2:15]([NH2:18])[CH2:16][CH3:17].C1C=CC2N(O)N=NC=2C=1.CN1CCOCC1.C(Cl)CCl. (6) Given the product [F:1][C:2]([F:28])([F:29])[C@H:3]1[CH2:8][CH2:7][C@H:6]([NH:9][C:10](=[O:27])[C:11]2[CH:16]=[C:15]([NH2:17])[C:14]([NH:20][CH3:21])=[CH:13][C:12]=2[N:22]([CH3:26])[CH2:23][C:24]#[N:25])[CH2:5][CH2:4]1, predict the reactants needed to synthesize it. The reactants are: [F:1][C:2]([F:29])([F:28])[C@H:3]1[CH2:8][CH2:7][C@H:6]([NH:9][C:10](=[O:27])[C:11]2[CH:16]=[C:15]([N+:17]([O-])=O)[C:14]([NH:20][CH3:21])=[CH:13][C:12]=2[N:22]([CH3:26])[CH2:23][C:24]#[N:25])[CH2:5][CH2:4]1.Cl[Sn]Cl. (7) Given the product [Cl:1][C:2]1[CH:3]=[CH:4][C:5]([CH2:6][NH:7][C:8]([C:10]2[C:11](=[O:25])[C:12]3[CH:22]=[C:21]([CH2:23][O:36][CH2:35][C@@H:34]([OH:37])[C:28]4[CH:33]=[CH:32][CH:31]=[CH:30][CH:29]=4)[S:20][C:13]=3[N:14]([CH2:16][CH2:17][O:18][CH3:19])[CH:15]=2)=[O:9])=[CH:26][CH:27]=1, predict the reactants needed to synthesize it. The reactants are: [Cl:1][C:2]1[CH:27]=[CH:26][C:5]([CH2:6][NH:7][C:8]([C:10]2[C:11](=[O:25])[C:12]3[CH:22]=[C:21]([CH2:23]Cl)[S:20][C:13]=3[N:14]([CH2:16][CH2:17][O:18][CH3:19])[CH:15]=2)=[O:9])=[CH:4][CH:3]=1.[C:28]1([C@H:34]([OH:37])[CH2:35][OH:36])[CH:33]=[CH:32][CH:31]=[CH:30][CH:29]=1. (8) Given the product [CH3:13][C:5]1([CH3:14])[N:4]([CH2:3][CH2:2][O:1][C:15]([CH2:16][CH2:17][C:18]([OH:20])=[O:19])=[O:21])[C:9]([CH3:10])([CH3:11])[CH2:8][CH:7]([OH:12])[CH2:6]1, predict the reactants needed to synthesize it. The reactants are: [OH:1][CH2:2][CH2:3][N:4]1[C:9]([CH3:11])([CH3:10])[CH2:8][CH:7]([OH:12])[CH2:6][C:5]1([CH3:14])[CH3:13].[C:15](O)(=[O:21])[CH2:16][CH2:17][C:18]([OH:20])=[O:19]. (9) Given the product [C:17]([O:21][C:22](=[O:35])[NH:23][CH2:24][C:25]1[CH:30]=[CH:29][C:28]([Cl:31])=[C:27]([NH:32][C:33]2[NH:16][C:10]3[CH:9]=[C:8]([N:5]4[CH2:6][CH2:7][C:3]5([CH2:1][CH2:2]5)[CH2:4]4)[C:13]([Cl:14])=[CH:12][C:11]=3[N:15]=2)[CH:26]=1)([CH3:20])([CH3:19])[CH3:18], predict the reactants needed to synthesize it. The reactants are: [CH2:1]1[C:3]2([CH2:7][CH2:6][N:5]([C:8]3[CH:9]=[C:10]([NH2:16])[C:11]([NH2:15])=[CH:12][C:13]=3[Cl:14])[CH2:4]2)[CH2:2]1.[C:17]([O:21][C:22](=[O:35])[NH:23][CH2:24][C:25]1[CH:30]=[CH:29][C:28]([Cl:31])=[C:27]([N:32]=[C:33]=S)[CH:26]=1)([CH3:20])([CH3:19])[CH3:18]. (10) The reactants are: [N:1]1[C:10]2[C:5](=[CH:6][CH:7]=[CH:8][C:9]=2[N:11]2[CH2:16][CH2:15][N:14]([CH2:17][CH2:18][CH2:19][C:20]([C:22]3[CH:27]=[CH:26][C:25]([F:28])=[CH:24][CH:23]=3)=[O:21])[CH2:13][CH2:12]2)[CH:4]=[CH:3][CH:2]=1.[BH4-].[Na+].[C:31]([OH:38])(=[O:37])/[CH:32]=[CH:33]/[C:34]([OH:36])=[O:35]. Given the product [C:31]([OH:38])(=[O:37])/[CH:32]=[CH:33]/[C:34]([OH:36])=[O:35].[N:1]1[C:10]2[C:5](=[CH:6][CH:7]=[CH:8][C:9]=2[N:11]2[CH2:12][CH2:13][N:14]([CH2:17][CH2:18][CH2:19][CH:20]([C:22]3[CH:23]=[CH:24][C:25]([F:28])=[CH:26][CH:27]=3)[OH:21])[CH2:15][CH2:16]2)[CH:4]=[CH:3][CH:2]=1, predict the reactants needed to synthesize it.